From a dataset of Peptide-MHC class I binding affinity with 185,985 pairs from IEDB/IMGT. Regression. Given a peptide amino acid sequence and an MHC pseudo amino acid sequence, predict their binding affinity value. This is MHC class I binding data. (1) The peptide sequence is LLGLWGFATA. The MHC is HLA-A02:02 with pseudo-sequence HLA-A02:02. The binding affinity (normalized) is 0.638. (2) The peptide sequence is GTFKSVAVK. The MHC is HLA-B46:01 with pseudo-sequence HLA-B46:01. The binding affinity (normalized) is 0.0847. (3) The MHC is HLA-A02:01 with pseudo-sequence HLA-A02:01. The binding affinity (normalized) is 0.735. The peptide sequence is LLVKLALITV. (4) The peptide sequence is MEFWLVAAL. The MHC is HLA-B40:01 with pseudo-sequence HLA-B40:01. The binding affinity (normalized) is 0.947. (5) The peptide sequence is EGIEGRIAY. The MHC is HLA-B40:01 with pseudo-sequence HLA-B40:01. The binding affinity (normalized) is 0.0847. (6) The peptide sequence is DLTQIFEVY. The MHC is HLA-A03:01 with pseudo-sequence HLA-A03:01. The binding affinity (normalized) is 0.139. (7) The peptide sequence is ELNDRFANYI. The MHC is HLA-A68:02 with pseudo-sequence HLA-A68:02. The binding affinity (normalized) is 0.774. (8) The binding affinity (normalized) is 0.0847. The peptide sequence is EVMPVSMAK. The MHC is HLA-B27:05 with pseudo-sequence HLA-B27:05. (9) The peptide sequence is LISIFLHLV. The MHC is HLA-A29:02 with pseudo-sequence HLA-A29:02. The binding affinity (normalized) is 0.133.